Dataset: Reaction yield outcomes from USPTO patents with 853,638 reactions. Task: Predict the reaction yield, written as a fraction of the theoretical maximum amount of product (1.0 means a 100% yield; for example, 0.34 means a 34% yield). (1) The reactants are [CH:1]([C:4]1[CH:9]=[CH:8][C:7]([CH:10]2[C:14]3[C:15]([CH3:22])=[C:16]([NH2:21])[C:17]([CH3:20])=[C:18]([CH3:19])[C:13]=3[O:12][C:11]2([CH3:24])[CH3:23])=[CH:6][CH:5]=1)([CH3:3])[CH3:2].[F:25][C:26]1[CH:34]=[CH:33][C:29]([C:30](Cl)=[O:31])=[CH:28][CH:27]=1. The catalyst is CO. The product is [F:25][C:26]1[CH:34]=[CH:33][C:29]([C:30]([NH:21][C:16]2[C:17]([CH3:20])=[C:18]([CH3:19])[C:13]3[O:12][C:11]([CH3:24])([CH3:23])[CH:10]([C:7]4[CH:8]=[CH:9][C:4]([CH:1]([CH3:3])[CH3:2])=[CH:5][CH:6]=4)[C:14]=3[C:15]=2[CH3:22])=[O:31])=[CH:28][CH:27]=1. The yield is 0.910. (2) The reactants are C[O:2][C:3](=[O:14])[C:4]1[C:9]([CH2:10][O:11][CH3:12])=[CH:8][CH:7]=[CH:6][C:5]=1[Cl:13].[OH-].[Na+]. The catalyst is CO. The product is [Cl:13][C:5]1[CH:6]=[CH:7][CH:8]=[C:9]([CH2:10][O:11][CH3:12])[C:4]=1[C:3]([OH:14])=[O:2]. The yield is 0.910.